Task: Predict the reaction yield, written as a fraction of the theoretical maximum amount of product (1.0 means a 100% yield; for example, 0.34 means a 34% yield).. Dataset: Reaction yield outcomes from USPTO patents with 853,638 reactions (1) The reactants are C1O[C:4]2([CH:11]3[CH2:12][C:7]4([S:14]([NH2:17])(=[O:16])=[O:15])[CH2:8][CH:9]([CH2:13][CH:5]2[CH2:6]4)[CH2:10]3)[O:3]C1.Cl. The catalyst is C1COCC1. The product is [NH2:17][S:14]([C:7]12[CH2:12][CH:11]3[CH2:10][CH:9]([CH2:13][CH:5]([C:4]3=[O:3])[CH2:6]1)[CH2:8]2)(=[O:15])=[O:16]. The yield is 0.820. (2) The reactants are [NH2:1][C:2]1[C:7]([Cl:8])=[C:6]([O:9][CH3:10])[CH:5]=[CH:4][C:3]=1[C:11](=[O:13])[CH3:12].N1C=CC=CC=1.[F:20][C:21]([F:31])([F:30])[C:22]1[N:23]=[C:24]([C:27](Cl)=[O:28])[S:25][CH:26]=1. The catalyst is C(Cl)Cl. The product is [C:11]([C:3]1[C:2]([NH:1][C:27]([C:24]2[S:25][CH:26]=[C:22]([C:21]([F:30])([F:20])[F:31])[N:23]=2)=[O:28])=[C:7]([Cl:8])[C:6]([O:9][CH3:10])=[CH:5][CH:4]=1)(=[O:13])[CH3:12]. The yield is 0.670. (3) The yield is 0.940. The product is [Cl:23][C:11]1[N:12]([CH3:17])[C:13](=[O:16])[C:14]2[C:9](=[N:8][N:7]([CH2:6][C:5]3[CH:19]=[CH:20][C:2]([Br:1])=[CH:3][CH:4]=3)[CH:15]=2)[N:10]=1. No catalyst specified. The reactants are [Br:1][C:2]1[CH:20]=[CH:19][C:5]([CH2:6][N:7]2[CH:15]=[C:14]3[C:9]([NH:10][C:11](=O)[N:12]([CH3:17])[C:13]3=[O:16])=[N:8]2)=[CH:4][CH:3]=1.O=P(Cl)(Cl)[Cl:23].